Predict which catalyst facilitates the given reaction. From a dataset of Catalyst prediction with 721,799 reactions and 888 catalyst types from USPTO. (1) Reactant: [CH3:1][O:2][C:3]1[CH:4]=[C:5]([CH:8]=[C:9]([O:21][CH3:22])[C:10]=1[O:11][CH2:12][CH2:13][CH2:14][C:15]1[CH:20]=[CH:19][CH:18]=[CH:17][CH:16]=1)[CH:6]=O.[ClH:23].CO.C(O[CH:29](OCC)[CH2:30][NH:31][CH2:32][C:33]1[CH:38]=[CH:37][CH:36]=[C:35]([O:39][CH2:40][CH3:41])[C:34]=1[OH:42])C. Product: [ClH:23].[CH3:1][O:2][C:3]1[CH:4]=[C:5]([CH:8]=[C:9]([O:21][CH3:22])[C:10]=1[O:11][CH2:12][CH2:13][CH2:14][C:15]1[CH:20]=[CH:19][CH:18]=[CH:17][CH:16]=1)[CH2:6][C:29]1[C:38]2[C:33](=[C:34]([OH:42])[C:35]([O:39][CH2:40][CH3:41])=[CH:36][CH:37]=2)[CH:32]=[N:31][CH:30]=1. The catalyst class is: 14. (2) Reactant: [Cl:1][C:2]1[C:11](=[O:12])[C:10]2[C:5](=[CH:6][CH:7]=[CH:8][CH:9]=2)/[C:4](=N/S(C2SC=CC=2)(=O)=O)/[CH:3]=1.[Cl:22][C:23]1[CH:28]=[CH:27][C:26]([S:29]([NH2:32])(=[O:31])=[O:30])=[CH:25][CH:24]=1. Product: [Cl:22][C:23]1[CH:24]=[CH:25][C:26]([S:29]([N:32]=[C:4]2[C:5]3[C:10](=[CH:9][CH:8]=[CH:7][CH:6]=3)[C:11](=[O:12])[C:2]([Cl:1])=[CH:3]2)(=[O:30])=[O:31])=[CH:27][CH:28]=1. The catalyst class is: 1. (3) Reactant: [N+:1]([C:4]1[CH:5]=[N:6][C:7]2[C:12]([C:13]=1O)=[CH:11][CH:10]=[CH:9][CH:8]=2)([O-:3])=[O:2].CN(C=O)C.S(Cl)(Cl)=O.[Si:24]([O:31][CH2:32][CH2:33][CH2:34][NH2:35])([C:27]([CH3:30])([CH3:29])[CH3:28])([CH3:26])[CH3:25]. Product: [Si:24]([O:31][CH2:32][CH2:33][CH2:34][NH:35][C:13]1[C:12]2[C:7](=[CH:8][CH:9]=[CH:10][CH:11]=2)[N:6]=[CH:5][C:4]=1[N+:1]([O-:3])=[O:2])([C:27]([CH3:29])([CH3:30])[CH3:28])([CH3:26])[CH3:25]. The catalyst class is: 624. (4) Reactant: C([O-])(O)=O.[Na+].[C:6]1([S:12]([CH2:15][CH2:16][S:17][C:18]2[C:23]([NH2:24])=[CH:22][CH:21]=[CH:20][N:19]=2)(=[O:14])=[O:13])[CH:11]=[CH:10][CH:9]=[CH:8][CH:7]=1.[CH:25]1([CH2:31][C:32](Cl)=[O:33])[CH2:30][CH2:29][CH2:28][CH2:27][CH2:26]1.CCCCCC. Product: [C:6]1([S:12]([CH2:15][CH2:16][S:17][C:18]2[C:23]([NH:24][C:32](=[O:33])[CH2:31][CH:25]3[CH2:30][CH2:29][CH2:28][CH2:27][CH2:26]3)=[CH:22][CH:21]=[CH:20][N:19]=2)(=[O:14])=[O:13])[CH:7]=[CH:8][CH:9]=[CH:10][CH:11]=1. The catalyst class is: 12. (5) Product: [CH:23]([C:20]1[CH:21]=[CH:22][C:17]([CH:14]2[C:13]3[C:26]([CH3:27])=[C:9]([NH:3][C:4](=[O:8])[C:5](=[O:7])[C:30]([CH3:33])([CH3:32])[CH3:31])[C:10]([CH3:29])=[C:11]([CH3:28])[C:12]=3[O:16][CH2:15]2)=[CH:18][CH:19]=1)([CH3:24])[CH3:25]. The catalyst class is: 1. Reactant: C([N:3]([C:9]1[C:10]([CH3:29])=[C:11]([CH3:28])[C:12]2[O:16][CH2:15][CH:14]([C:17]3[CH:22]=[CH:21][C:20]([CH:23]([CH3:25])[CH3:24])=[CH:19][CH:18]=3)[C:13]=2[C:26]=1[CH3:27])[C:4](=[O:8])[C:5]([O-:7])=O)C.[C:30]([Mg]Cl)([CH3:33])([CH3:32])[CH3:31]. (6) Reactant: [C:1]([O:5][C:6]([NH:8][C@H:9]1[C:26]2[CH:27]=[C:22]([C:23]([OH:28])=[CH:24][CH:25]=2)[C:21]2=[CH:29][C:17](=[CH:18][CH:19]=[C:20]2[OH:30])[CH2:16][C@@H:15]([C:31]([O:33][CH3:34])=[O:32])[NH:14][C:13](=[O:35])[C@H:12]([CH3:36])[NH:11][C:10]1=[O:37])=[O:7])([CH3:4])([CH3:3])[CH3:2].CCN(CC)CC.[F:45][C:46]([F:59])([F:58])[S:47](O[S:47]([C:46]([F:59])([F:58])[F:45])(=[O:49])=[O:48])(=[O:49])=[O:48]. Product: [C:1]([O:5][C:6]([NH:8][C@H:9]1[C:26]2[CH:27]=[C:22]([C:23]([O:28][S:47]([C:46]([F:59])([F:58])[F:45])(=[O:49])=[O:48])=[CH:24][CH:25]=2)[C:21]2=[CH:29][C:17](=[CH:18][CH:19]=[C:20]2[O:30][S:47]([C:46]([F:59])([F:58])[F:45])(=[O:49])=[O:48])[CH2:16][C@@H:15]([C:31]([O:33][CH3:34])=[O:32])[NH:14][C:13](=[O:35])[C@H:12]([CH3:36])[NH:11][C:10]1=[O:37])=[O:7])([CH3:4])([CH3:2])[CH3:3]. The catalyst class is: 326.